This data is from Reaction yield outcomes from USPTO patents with 853,638 reactions. The task is: Predict the reaction yield, written as a fraction of the theoretical maximum amount of product (1.0 means a 100% yield; for example, 0.34 means a 34% yield). (1) The reactants are [NH:1]1[CH2:6][CH2:5][NH:4][CH2:3][CH2:2]1.[Cl:7][C:8]1[N:9]=[N:10][C:11](Cl)=[CH:12][CH:13]=1. The catalyst is CC(=O)CC. The product is [Cl:7][C:8]1[N:9]=[N:10][C:11]([N:1]2[CH2:6][CH2:5][NH:4][CH2:3][CH2:2]2)=[CH:12][CH:13]=1. The yield is 0.810. (2) The reactants are [C:1]([C:5]1[C:6](=[O:16])[C:7](=[O:15])[CH:8]=[C:9]([C:11]([CH3:14])([CH3:13])[CH3:12])[CH:10]=1)([CH3:4])([CH3:3])[CH3:2].[N+:17]([O-])([OH:19])=[O:18].O. The catalyst is C(O)(=O)C. The product is [C:11]([C:9]1[CH:10]=[C:5]([C:1]([CH3:4])([CH3:2])[CH3:3])[C:6](=[O:16])[C:7](=[O:15])[C:8]=1[N+:17]([O-:19])=[O:18])([CH3:14])([CH3:13])[CH3:12]. The yield is 0.240.